This data is from Full USPTO retrosynthesis dataset with 1.9M reactions from patents (1976-2016). The task is: Predict the reactants needed to synthesize the given product. (1) The reactants are: [NH:1]1[CH2:6][CH2:5][O:4][CH2:3][CH2:2]1.[F:7][C:8]1[CH:15]=[CH:14][CH:13]=[C:12](F)[C:9]=1[CH:10]=[O:11]. Given the product [F:7][C:8]1[CH:15]=[CH:14][CH:13]=[C:12]([N:1]2[CH2:6][CH2:5][O:4][CH2:3][CH2:2]2)[C:9]=1[CH:10]=[O:11], predict the reactants needed to synthesize it. (2) Given the product [CH2:3]([O:10][C:11]([N:13]1[C:21]2[C:16](=[CH:17][CH:18]=[CH:19][CH:20]=2)[CH2:15][CH:14]1[CH2:22][OH:23])=[O:12])[C:4]1[CH:9]=[CH:8][CH:7]=[CH:6][CH:5]=1, predict the reactants needed to synthesize it. The reactants are: [BH4-].[Li+].[CH2:3]([O:10][C:11]([N:13]1[C:21]2[C:16](=[CH:17][CH:18]=[CH:19][CH:20]=2)[CH2:15][CH:14]1[C:22](OC)=[O:23])=[O:12])[C:4]1[CH:9]=[CH:8][CH:7]=[CH:6][CH:5]=1. (3) Given the product [Cl:8][C:6]1[CH:5]=[C:4]([NH:9][CH2:10][C:11]([N:47]2[CH2:48][CH2:49][CH2:50][C@@H:45]([N:25]([CH3:24])[C:26]3[C:27]4[CH:34]=[CH:33][N:32]([S:35]([C:38]5[CH:44]=[CH:43][C:41]([CH3:42])=[CH:40][CH:39]=5)(=[O:37])=[O:36])[C:28]=4[N:29]=[CH:30][N:31]=3)[CH2:46]2)=[O:13])[CH:3]=[C:2]([Cl:1])[CH:7]=1, predict the reactants needed to synthesize it. The reactants are: [Cl:1][C:2]1[CH:3]=[C:4]([NH:9][CH2:10][C:11]([OH:13])=O)[CH:5]=[C:6]([Cl:8])[CH:7]=1.C1C=CC2N(O)N=NC=2C=1.[CH3:24][N:25]([C@@H:45]1[CH2:50][CH2:49][CH2:48][NH:47][CH2:46]1)[C:26]1[C:27]2[CH:34]=[CH:33][N:32]([S:35]([C:38]3[CH:44]=[CH:43][C:41]([CH3:42])=[CH:40][CH:39]=3)(=[O:37])=[O:36])[C:28]=2[N:29]=[CH:30][N:31]=1.CCN(C(C)C)C(C)C.